Dataset: Forward reaction prediction with 1.9M reactions from USPTO patents (1976-2016). Task: Predict the product of the given reaction. (1) Given the reactants C[O:2][C:3]1[N:8]=[C:7]([O:9]C)[C:6]([C:11]2[CH:12]=[N:13][N:14]([CH3:16])[CH:15]=2)=[CH:5][N:4]=1.[ClH:17].O1CCOCC1, predict the reaction product. The product is: [ClH:17].[CH3:16][N:14]1[CH:15]=[C:11]([C:6]2[C:7](=[O:9])[NH:8][C:3](=[O:2])[NH:4][CH:5]=2)[CH:12]=[N:13]1. (2) Given the reactants Cl.Cl.[F:3][C:4]1[C:5]([C:11]2[N:12]([CH3:16])[CH:13]=[N:14][CH:15]=2)=[C:6]([NH2:10])[CH:7]=[N:8][CH:9]=1.ClC1C=CC2N=NN([C:26]3[C:31]([F:32])=[CH:30][N:29]4[N:33]=[C:34]([NH2:39])[C:35]([C:36]([O-])=[O:37])=[C:28]4[N:27]=3)C=2C=1.CCN(C(C)C)C(C)C.C(O)(C(F)(F)F)=O, predict the reaction product. The product is: [NH2:39][C:34]1[C:35]([C:36]([NH:10][C:6]2[CH:7]=[N:8][CH:9]=[C:4]([F:3])[C:5]=2[C:11]2[N:12]([CH3:16])[CH:13]=[N:14][CH:15]=2)=[O:37])=[C:28]2[N:27]=[CH:26][C:31]([F:32])=[CH:30][N:29]2[N:33]=1. (3) The product is: [Cl:13][C:8]1[CH:7]=[CH:6][N:5]2[N:1]=[CH:2][CH:3]=[C:4]2[N:9]=1. Given the reactants [N:1]1[N:5]2[CH:6]=[CH:7][C:8](O)=[N:9][C:4]2=[CH:3][CH:2]=1.O=P(Cl)(Cl)[Cl:13], predict the reaction product. (4) Given the reactants [Cl:1][C:2]1[CH:7]=[CH:6][C:5]([C@@:8]2([CH3:32])[C@:12]([C:14]3[CH:19]=[CH:18][C:17]([Cl:20])=[CH:16][CH:15]=3)([CH3:13])[NH:11][C:10]([C:21]3[CH:28]=[CH:27][C:24]([C:25]#[N:26])=[CH:23][C:22]=3[O:29][CH2:30][CH3:31])=[N:9]2)=[CH:4][CH:3]=1.[C:33](Cl)([Cl:35])=[O:34].C(N(CC)CC)C, predict the reaction product. The product is: [Cl:1][C:2]1[CH:3]=[CH:4][C:5]([C:8]2([CH3:32])[C:12]([C:14]3[CH:15]=[CH:16][C:17]([Cl:20])=[CH:18][CH:19]=3)([CH3:13])[N:11]([C:33]([Cl:35])=[O:34])[C:10]([C:21]3[CH:28]=[CH:27][C:24]([C:25]#[N:26])=[CH:23][C:22]=3[O:29][CH2:30][CH3:31])=[N:9]2)=[CH:6][CH:7]=1.